Dataset: Catalyst prediction with 721,799 reactions and 888 catalyst types from USPTO. Task: Predict which catalyst facilitates the given reaction. Reactant: Br[C:2]1[CH:9]=[CH:8][C:5]([C:6]#[N:7])=[C:4]([F:10])[CH:3]=1.C1(C)C=CC=CC=1.[Cl-].[NH4+].[CH3:20][N:21](C=O)C. The catalyst class is: 507. Product: [F:10][C:4]1[CH:3]=[C:2]([C:20]#[N:21])[CH:9]=[CH:8][C:5]=1[C:6]#[N:7].